From a dataset of Cav3 T-type calcium channel HTS with 100,875 compounds. Binary Classification. Given a drug SMILES string, predict its activity (active/inactive) in a high-throughput screening assay against a specified biological target. (1) The molecule is Clc1c(N2CCN(C(C)(C)C(=O)N)CC2)ncc(c1)C(F)(F)F. The result is 0 (inactive). (2) The compound is S(c1c2c(n(CC)c1)cccc2)CC(=O)N. The result is 0 (inactive). (3) The drug is S(=O)(=O)(Nc1c(cccc1)C(OC)=O)c1ccc(F)cc1. The result is 0 (inactive). (4) The drug is O=C(C1C(CC(=C(C1)C)C)C(O)=O)c1ccccc1. The result is 0 (inactive). (5) The molecule is O=C(NCCCc1n(Cc2c(cccc2)C)c2c(n1)cccc2)C. The result is 0 (inactive). (6) The molecule is O=C(NCC1N(CCC1)CC)c1cc2[nH]c(=O)n(c(=O)c2cc1)CCOC. The result is 0 (inactive). (7) The compound is o1c(CNC2=N/C(=N/Cc3occc3)c3c2cccc3)ccc1. The result is 0 (inactive).